From a dataset of Catalyst prediction with 721,799 reactions and 888 catalyst types from USPTO. Predict which catalyst facilitates the given reaction. Product: [F:1][C:2]1[CH:10]=[C:9]2[C:5]([C:6]([C:28]([NH2:32])=[O:30])=[N:7][N:8]2[C:11]2[CH:16]=[CH:15][CH:14]=[C:13]([C:17]#[C:18][C@:19]3([OH:27])[CH2:24][CH2:23][CH2:22][N:21]([CH3:25])[C:20]3=[O:26])[CH:12]=2)=[CH:4][CH:3]=1. Reactant: [F:1][C:2]1[CH:10]=[C:9]2[C:5]([C:6]([C:28]([O:30]C)=O)=[N:7][N:8]2[C:11]2[CH:16]=[CH:15][CH:14]=[C:13]([C:17]#[C:18][C@:19]3([OH:27])[CH2:24][CH2:23][CH2:22][N:21]([CH3:25])[C:20]3=[O:26])[CH:12]=2)=[CH:4][CH:3]=1.[NH3:32]. The catalyst class is: 5.